This data is from Peptide-MHC class II binding affinity with 134,281 pairs from IEDB. The task is: Regression. Given a peptide amino acid sequence and an MHC pseudo amino acid sequence, predict their binding affinity value. This is MHC class II binding data. (1) The MHC is HLA-DQA10501-DQB10301 with pseudo-sequence HLA-DQA10501-DQB10301. The peptide sequence is AASTAGTTVYGAFAA. The binding affinity (normalized) is 0.635. (2) The peptide sequence is SGLVWGQKYFKGNFQ. The MHC is DRB1_1602 with pseudo-sequence DRB1_1602. The binding affinity (normalized) is 0.350. (3) The peptide sequence is VNGTWMIHTLEALDY. The MHC is HLA-DQA10201-DQB10301 with pseudo-sequence HLA-DQA10201-DQB10301. The binding affinity (normalized) is 0.433. (4) The peptide sequence is TCVLGKLSQELHKLQ. The MHC is DRB1_1101 with pseudo-sequence DRB1_1101. The binding affinity (normalized) is 0.331. (5) The peptide sequence is AFVATTNPWASQEG. The binding affinity (normalized) is 0.857. The MHC is DRB1_0401 with pseudo-sequence DRB1_0401.